This data is from Forward reaction prediction with 1.9M reactions from USPTO patents (1976-2016). The task is: Predict the product of the given reaction. Given the reactants [OH:1][C:2]1[CH:30]=[CH:29][CH:28]=[CH:27][C:3]=1[CH2:4][NH:5][C:6]([NH:8][C:9]1[N:13]([C:14]2[CH:19]=[CH:18][C:17]([O:20][CH3:21])=[C:16]([CH3:22])[CH:15]=2)[N:12]=[C:11]([C:23]([CH3:26])([CH3:25])[CH3:24])[CH:10]=1)=[O:7].[Cl:31][C:32]1[N:37]=[C:36](Cl)[CH:35]=[CH:34][N:33]=1.[OH-].[Na+].CS(C)=O, predict the reaction product. The product is: [Cl:31][C:32]1[N:37]=[C:36]([O:1][C:2]2[CH:30]=[CH:29][CH:28]=[CH:27][C:3]=2[CH2:4][NH:5][C:6]([NH:8][C:9]2[N:13]([C:14]3[CH:19]=[CH:18][C:17]([O:20][CH3:21])=[C:16]([CH3:22])[CH:15]=3)[N:12]=[C:11]([C:23]([CH3:26])([CH3:24])[CH3:25])[CH:10]=2)=[O:7])[CH:35]=[CH:34][N:33]=1.